From a dataset of Forward reaction prediction with 1.9M reactions from USPTO patents (1976-2016). Predict the product of the given reaction. (1) Given the reactants [NH2:1][C:2]1[CH:7]=[C:6]([O:8][CH3:9])[C:5]([C:10](O)([CH3:12])[CH3:11])=[C:4]([O:14][CH3:15])[CH:3]=1, predict the reaction product. The product is: [C:10]([C:5]1[C:6]([O:8][CH3:9])=[CH:7][C:2]([NH2:1])=[CH:3][C:4]=1[O:14][CH3:15])([CH3:12])=[CH2:11]. (2) Given the reactants [OH:1][NH:2][C:3](=[NH:14])[C:4]1[CH:9]=[CH:8][CH:7]=[C:6]([S:10](=[O:13])(=[O:12])[NH2:11])[CH:5]=1.[CH3:15][C:16]1[N:21]=[C:20]([C:22](O)=O)[CH:19]=[C:18]([C:25]2[CH:30]=[CH:29][C:28]([C:31]([F:34])([F:33])[F:32])=[CH:27][CH:26]=2)[CH:17]=1, predict the reaction product. The product is: [CH3:22][C:20]1[N:21]=[C:16]([C:15]2[O:1][N:2]=[C:3]([C:4]3[CH:5]=[C:6]([S:10]([NH2:11])(=[O:12])=[O:13])[CH:7]=[CH:8][CH:9]=3)[N:14]=2)[CH:17]=[C:18]([C:25]2[CH:26]=[CH:27][C:28]([C:31]([F:34])([F:33])[F:32])=[CH:29][CH:30]=2)[CH:19]=1. (3) Given the reactants [CH2:1]([O:3][C:4](=[O:14])[C:5]1[CH:10]=[C:9]([F:11])[C:8](F)=[CH:7][C:6]=1[F:13])[CH3:2].C(N(CC)CC)C.[C:22]([O:26][C:27](=[O:34])[NH:28][CH:29]1[CH2:33][CH2:32][NH:31][CH2:30]1)([CH3:25])([CH3:24])[CH3:23], predict the reaction product. The product is: [CH2:1]([O:3][C:4](=[O:14])[C:5]1[CH:10]=[C:9]([F:11])[C:8]([N:31]2[CH2:32][CH2:33][CH:29]([NH:28][C:27]([O:26][C:22]([CH3:25])([CH3:24])[CH3:23])=[O:34])[CH2:30]2)=[CH:7][C:6]=1[F:13])[CH3:2]. (4) Given the reactants COCC(O)=O.[C:7]([OH:16])(=[O:15])[CH:8]([CH:10]([C:12]([OH:14])=[O:13])[OH:11])[OH:9].[Fe:17], predict the reaction product. The product is: [C:7]([OH:16])(=[O:15])[CH:8]([CH:10]([C:12]([OH:14])=[O:13])[OH:11])[OH:9].[Fe:17]. (5) Given the reactants [CH:1]([NH:4][CH:5]1[CH2:10][CH2:9][NH:8][CH2:7][CH2:6]1)([CH3:3])[CH3:2].ClCCl.[CH3:14][O:15][C:16]1[CH:21]=[CH:20][N:19]=[CH:18][C:17]=1[CH:22]=O.C(O[BH-](OC(=O)C)OC(=O)C)(=O)C.[Na+], predict the reaction product. The product is: [CH:1]([NH:4][CH:5]1[CH2:10][CH2:9][N:8]([CH2:22][C:17]2[CH:18]=[N:19][CH:20]=[CH:21][C:16]=2[O:15][CH3:14])[CH2:7][CH2:6]1)([CH3:3])[CH3:2]. (6) Given the reactants [F:1][C:2]1[CH:3]=[C:4]([CH:40]=[C:41]([F:43])[CH:42]=1)[CH2:5][C@H:6]([NH:20][C:21]([C:23]1[CH:24]=[C:25]([C:29]2[O:30][C:31]([CH2:34][CH2:35][C:36]([O:38]C)=[O:37])=[CH:32][N:33]=2)[CH:26]=[CH:27][CH:28]=1)=[O:22])[C@H:7]([OH:19])[CH2:8][NH:9][CH2:10][C:11]1[CH:16]=[CH:15][CH:14]=[C:13]([CH2:17][CH3:18])[CH:12]=1.O.[OH-].[Li+], predict the reaction product. The product is: [F:1][C:2]1[CH:3]=[C:4]([CH:40]=[C:41]([F:43])[CH:42]=1)[CH2:5][C@H:6]([NH:20][C:21]([C:23]1[CH:24]=[C:25]([C:29]2[O:30][C:31]([CH2:34][CH2:35][C:36]([OH:38])=[O:37])=[CH:32][N:33]=2)[CH:26]=[CH:27][CH:28]=1)=[O:22])[C@H:7]([OH:19])[CH2:8][NH:9][CH2:10][C:11]1[CH:16]=[CH:15][CH:14]=[C:13]([CH2:17][CH3:18])[CH:12]=1. (7) Given the reactants [NH2:1][C:2]1[CH:3]=[CH:4][C:5]([F:18])=[C:6]([C@:8]2([CH3:17])[C:13]([F:15])([F:14])[CH2:12][O:11][C:10]([NH2:16])=[N:9]2)[CH:7]=1.[Cl:19][C:20]1[C:21]([C:28](O)=[O:29])=[N:22][CH:23]=[C:24]([C:26]#[N:27])[CH:25]=1, predict the reaction product. The product is: [NH2:16][C:10]1[O:11][CH2:12][C:13]([F:14])([F:15])[C@:8]([C:6]2[CH:7]=[C:2]([NH:1][C:28]([C:21]3[C:20]([Cl:19])=[CH:25][C:24]([C:26]#[N:27])=[CH:23][N:22]=3)=[O:29])[CH:3]=[CH:4][C:5]=2[F:18])([CH3:17])[N:9]=1. (8) Given the reactants [Cl:1][C:2]1[CH:3]=[C:4]2[C:8](=[CH:9][CH:10]=1)[NH:7][CH:6]=[C:5]2[CH2:11][CH2:12][NH:13][C:14](=[O:22])[C:15]1[CH:20]=[CH:19][C:18](I)=[CH:17][CH:16]=1.[Cl:23][C:24]1[CH:29]=[CH:28][C:27](B(O)O)=[CH:26][CH:25]=1.C(=O)([O-])[O-].[Na+].[Na+], predict the reaction product. The product is: [Cl:23][C:24]1[CH:29]=[CH:28][C:27]([C:18]2[CH:19]=[CH:20][C:15]([C:14]([NH:13][CH2:12][CH2:11][C:5]3[C:4]4[C:8](=[CH:9][CH:10]=[C:2]([Cl:1])[CH:3]=4)[NH:7][CH:6]=3)=[O:22])=[CH:16][CH:17]=2)=[CH:26][CH:25]=1. (9) Given the reactants [CH3:1][C:2]1([CH3:10])[O:9][C:7](=[O:8])[CH2:6][C:4](=[O:5])O1.N1C=C[CH:14]=[CH:13][CH:12]=1.[C:17](Cl)(=O)C(C)C, predict the reaction product. The product is: [CH3:12][CH:13]([CH3:14])[C:4](=[O:5])[CH2:6][C:7]([O:9][C:2]([CH3:1])([CH3:10])[CH3:17])=[O:8]. (10) Given the reactants [Cl:1][C:2]1[CH:11]=[CH:10][CH:9]=[C:8]2[C:3]=1[N:4]=[CH:5][CH:6]=[N+:7]2[O-].O=P(Cl)(Cl)[Cl:15], predict the reaction product. The product is: [Cl:15][C:6]1[CH:5]=[N:4][C:3]2[C:8](=[CH:9][CH:10]=[CH:11][C:2]=2[Cl:1])[N:7]=1.